This data is from Aqueous solubility values for 9,982 compounds from the AqSolDB database. The task is: Regression/Classification. Given a drug SMILES string, predict its absorption, distribution, metabolism, or excretion properties. Task type varies by dataset: regression for continuous measurements (e.g., permeability, clearance, half-life) or binary classification for categorical outcomes (e.g., BBB penetration, CYP inhibition). For this dataset (solubility_aqsoldb), we predict Y. (1) The molecule is CCC1(c2ccccc2)C(=O)NC(=S)NC1=O. The Y is -3.58 log mol/L. (2) The drug is NNc1ccc(S(N)(=O)=O)cc1.[Cl-].[H+]. The Y is -0.191 log mol/L. (3) The compound is CC1CC=CC=CC=CC=CC(OC2OC(C)C(O)C(N)C2O)CC2OC(O)(CC(O)CC3OC3C=CC(=O)O1)CC(O)C2C(=O)O. The Y is -3.21 log mol/L.